Dataset: Reaction yield outcomes from USPTO patents with 853,638 reactions. Task: Predict the reaction yield, written as a fraction of the theoretical maximum amount of product (1.0 means a 100% yield; for example, 0.34 means a 34% yield). (1) The product is [Br:1][C:2]1[CH:3]=[C:4]([CH:8]=[CH:9][N:10]=1)[C:5]([N:18]([O:27][CH3:26])[CH3:22])=[O:6]. The catalyst is O. The yield is 0.570. The reactants are [Br:1][C:2]1[CH:3]=[C:4]([CH:8]=[CH:9][N:10]=1)[C:5](O)=[O:6].C1N=CN(C([N:18]2[CH:22]=NC=C2)=O)C=1.CN([CH:26]=[O:27])C. (2) The reactants are C([O-])(O)=O.[Na+].[NH2:6][C@@H:7]([C:11]([OH:13])=[O:12])[C@H:8]([CH3:10])[OH:9].Cl[C:15]([O:17][CH2:18][CH2:19][CH2:20][CH2:21][CH3:22])=[O:16]. The catalyst is C1COCC1.O.[Br-].C([N+](CCCC)(CCCC)CCCC)CCC. The product is [OH:9][C@@H:8]([CH3:10])[C@@H:7]([NH:6][C:15]([O:17][CH2:18][CH2:19][CH2:20][CH2:21][CH3:22])=[O:16])[C:11]([OH:13])=[O:12]. The yield is 0.900. (3) The reactants are [O:1]=[C:2]1[CH2:10][C:9]2[C:4](=[CH:5][CH:6]=[C:7]([C:11]([OH:13])=O)[CH:8]=2)[NH:3]1.CCN(C(C)C)C(C)C.C1C=CC2N(O)N=NC=2C=1.Cl.[NH2:34][CH2:35][C:36]([C:38]1[CH:43]=[CH:42][CH:41]=[CH:40][CH:39]=1)=O.S(=O)(=O)(O)O. The catalyst is CN(C=O)C.CCOC(C)=O.O. The product is [C:38]1([C:36]2[O:13][C:11]([C:7]3[CH:8]=[C:9]4[C:4](=[CH:5][CH:6]=3)[NH:3][C:2](=[O:1])[CH2:10]4)=[N:34][CH:35]=2)[CH:43]=[CH:42][CH:41]=[CH:40][CH:39]=1. The yield is 0.130. (4) The reactants are [CH2:1]([C:3]1[CH:4]=[CH:5][C:6]([CH2:9][CH2:10][OH:11])=[N:7][CH:8]=1)[CH3:2].[OH:12]O. The catalyst is C(O)(=O)C. The product is [CH3:2][CH2:1][C:3]1[CH:4]=[CH:5][C:6]([CH2:9][CH2:10][OH:11])=[N+:7]([O-:12])[CH:8]=1. The yield is 0.810.